From a dataset of Forward reaction prediction with 1.9M reactions from USPTO patents (1976-2016). Predict the product of the given reaction. Given the reactants [O:1]1[CH2:6][CH2:5][N:4]([CH2:7][CH2:8][NH2:9])[CH2:3][CH2:2]1.C(P1(=O)OP(CCC)(=O)OP(CCC)(=O)O1)CC.[NH2:28][C:29]1[CH:30]=[C:31]([CH:35]=[C:36]([Br:38])[CH:37]=1)[C:32](O)=[O:33], predict the reaction product. The product is: [NH2:28][C:29]1[CH:30]=[C:31]([CH:35]=[C:36]([Br:38])[CH:37]=1)[C:32]([NH:9][CH2:8][CH2:7][N:4]1[CH2:5][CH2:6][O:1][CH2:2][CH2:3]1)=[O:33].